From a dataset of Full USPTO retrosynthesis dataset with 1.9M reactions from patents (1976-2016). Predict the reactants needed to synthesize the given product. Given the product [C:1]([O:5][C:6]([NH:8][C@@H:9]([CH:27]1[CH2:28][CH2:29][CH2:30][CH2:31]1)[C:10]([N:12]1[C@@H:20]([C:21]#[CH:22])[CH2:19][CH2:18][C@H:13]1[C:14]([OH:16])=[O:15])=[O:11])=[O:7])([CH3:4])([CH3:2])[CH3:3], predict the reactants needed to synthesize it. The reactants are: [C:1]([O:5][C:6]([NH:8][C@@H:9]([CH:27]1[CH2:31][CH2:30][CH2:29][CH2:28]1)[C:10]([N:12]1[C@@H:20]([C:21]#[C:22][Si](C)(C)C)[CH2:19][CH2:18][C@H:13]1[C:14]([O:16]C)=[O:15])=[O:11])=[O:7])([CH3:4])([CH3:3])[CH3:2].O[Li].O.